From a dataset of hERG Central: cardiac toxicity at 1µM, 10µM, and general inhibition. Predict hERG channel inhibition at various concentrations. The molecule is Cc1ccc([N+](=O)[O-])c(OCCCN2CCC(Cc3ccccc3)CC2)c1.O=C(O)C(=O)O. Results: hERG_inhib (hERG inhibition (general)): blocker.